Dataset: Full USPTO retrosynthesis dataset with 1.9M reactions from patents (1976-2016). Task: Predict the reactants needed to synthesize the given product. Given the product [Br:23][C:24]1[CH:31]=[CH:30][CH:29]=[CH:28][C:25]=1[CH2:26][N:11]1[C:10](=[O:13])[N:9]([CH:14]2[CH2:16][CH2:15]2)[C:8]([C:5]2[CH:4]=[CH:3][C:2]([Cl:1])=[CH:7][CH:6]=2)=[N:12]1, predict the reactants needed to synthesize it. The reactants are: [Cl:1][C:2]1[CH:7]=[CH:6][C:5]([C:8]2[N:9]([CH:14]3[CH2:16][CH2:15]3)[C:10](=[O:13])[NH:11][N:12]=2)=[CH:4][CH:3]=1.C(=O)([O-])[O-].[Cs+].[Cs+].[Br:23][C:24]1[CH:31]=[CH:30][CH:29]=[CH:28][C:25]=1[CH2:26]Br.